Dataset: Full USPTO retrosynthesis dataset with 1.9M reactions from patents (1976-2016). Task: Predict the reactants needed to synthesize the given product. (1) Given the product [CH3:1][C:2]1[CH:11]=[C:10]2[C:5]([CH:6]=[CH:7][C:8]([C:17]#[N:18])=[N:9]2)=[CH:4][CH:3]=1, predict the reactants needed to synthesize it. The reactants are: [CH3:1][C:2]1[CH:11]=[C:10]2[C:5]([CH:6]=[CH:7][CH:8]=[N+:9]2[O-])=[CH:4][CH:3]=1.C[Si]([C:17]#[N:18])(C)C.CN(C)C(Cl)=O. (2) Given the product [O:36]=[S:4]1[CH2:5][CH2:6][N:1]([C:7]2[CH:16]=[C:15]3[C:10]([CH:11]=[C:12]([C:18]4[CH:23]=[CH:22][CH:21]=[CH:20][C:19]=4[C:24]([F:27])([F:25])[F:26])[NH:13][C:14]3=[O:17])=[CH:9][CH:8]=2)[CH2:2][CH2:3]1, predict the reactants needed to synthesize it. The reactants are: [N:1]1([C:7]2[CH:16]=[C:15]3[C:10]([CH:11]=[C:12]([C:18]4[CH:23]=[CH:22][CH:21]=[CH:20][C:19]=4[C:24]([F:27])([F:26])[F:25])[NH:13][C:14]3=[O:17])=[CH:9][CH:8]=2)[CH2:6][CH2:5][S:4][CH2:3][CH2:2]1.ClC1C=CC=C(C(OO)=[O:36])C=1.C(=O)(O)[O-].[Na+]. (3) Given the product [CH3:1][O:2][CH2:3][CH2:4][S:6]([O-:9])(=[O:8])=[O:7].[Na+:10], predict the reactants needed to synthesize it. The reactants are: [CH3:1][O:2][CH2:3][CH2:4]Cl.[S:6]([O-:9])([O-:8])=[O:7].[Na+:10].[Na+]. (4) Given the product [O:37]=[C:9]1[C:10]2[C:15](=[CH:14][C:13]([C:17]3[CH:22]=[CH:21][C:20]([NH:23][C:24]([NH:26][C:27]4[CH:32]=[CH:31][CH:30]=[C:29]([C:33]([F:34])([F:36])[F:35])[CH:28]=4)=[O:25])=[CH:19][CH:18]=3)=[CH:12][CH:11]=2)[CH2:16][N:8]1[CH2:3][CH2:2][CH2:38][C:53]([O:55][CH3:56])=[O:54], predict the reactants needed to synthesize it. The reactants are: C[CH:2]([CH3:38])[C@@H:3]([N:8]1[CH2:16][C:15]2[C:10](=[CH:11][CH:12]=[C:13]([C:17]3[CH:22]=[CH:21][C:20]([NH:23][C:24]([NH:26][C:27]4[CH:32]=[CH:31][CH:30]=[C:29]([C:33]([F:36])([F:35])[F:34])[CH:28]=4)=[O:25])=[CH:19][CH:18]=3)[CH:14]=2)[C:9]1=[O:37])C(OC)=O.BrC1C=C2C(=CC=1)C(=O)N(CCC[C:53]([O:55][CH3:56])=[O:54])C2.CC1(C)C(C)(C)OB(C2C=CC(NC(NC3C=CC=C(C(F)(F)F)C=3)=O)=CC=2)O1. (5) Given the product [Cl:6][C:7]1[C:8]2[CH:15]=[CH:14][N:13]([S:2]([CH3:1])(=[O:4])=[O:3])[C:9]=2[N:10]=[CH:11][N:12]=1, predict the reactants needed to synthesize it. The reactants are: [CH3:1][S:2](Cl)(=[O:4])=[O:3].[Cl:6][C:7]1[C:8]2[CH:15]=[CH:14][NH:13][C:9]=2[N:10]=[CH:11][N:12]=1.CC(C)=O. (6) Given the product [Cl:15][C:16]1[CH:17]=[C:18]2[C:23](=[CH:24][CH:25]=1)[CH:22]=[C:21]([S:26]([N:29]1[CH2:34][CH2:33][N:32]([C:11]([C:9]3[S:8][C:5]4[CH2:6][NH:7][CH:2]([CH3:1])[CH2:3][C:4]=4[N:10]=3)=[O:13])[CH:31]([C:35]([O:37][CH2:38][CH3:39])=[O:36])[CH2:30]1)(=[O:27])=[O:28])[CH:20]=[CH:19]2, predict the reactants needed to synthesize it. The reactants are: [CH3:1][CH:2]1[NH:7][CH2:6][C:5]2[S:8][C:9]([C:11]([O-:13])=O)=[N:10][C:4]=2[CH2:3]1.[Li+].[Cl:15][C:16]1[CH:17]=[C:18]2[C:23](=[CH:24][CH:25]=1)[CH:22]=[C:21]([S:26]([N:29]1[CH2:34][CH2:33][NH:32][CH:31]([C:35]([O:37][CH2:38][CH3:39])=[O:36])[CH2:30]1)(=[O:28])=[O:27])[CH:20]=[CH:19]2. (7) Given the product [CH2:31]([N:28]1[CH2:27][CH2:26][CH:25]([O:24][C:23]2[C:18]3[C:17]4[CH:35]=[C:36]([C:1]#[N:2])[CH:37]=[N:38][C:16]=4[NH:15][C:19]=3[CH:20]=[N:21][C:22]=2[C:33]#[N:34])[CH2:30][CH2:29]1)[CH3:32], predict the reactants needed to synthesize it. The reactants are: [CH3:1][N:2](C=O)C.C1(S([N:15]2[C:19]3[CH:20]=[N:21][C:22]([C:33]#[N:34])=[C:23]([O:24][CH:25]4[CH2:30][CH2:29][N:28]([CH2:31][CH3:32])[CH2:27][CH2:26]4)[C:18]=3[C:17]3[CH:35]=[C:36](Br)[CH:37]=[N:38][C:16]2=3)(=O)=O)C=CC=CC=1.C(N(CC)CC)C. (8) Given the product [ClH:53].[CH3:16][O:17][C:18]1[CH:34]=[C:22]2[C:21](=[CH:20][C:19]=1[O:35][CH3:36])[C@@H:24]([CH2:25][N:14]([CH3:15])[CH2:13][CH2:7][CH:48]([N:14]1[CH2:15][CH2:6][C:5]3[CH:4]=[C:3]([O:2][CH3:1])[C:10]([O:11][CH3:12])=[CH:9][C:8]=3[CH2:7][CH2:13]1)[CH:47]=[O:49])[CH2:23]2, predict the reactants needed to synthesize it. The reactants are: [CH3:1][O:2][C:3]1[CH:4]=[C:5]2[C:8](=[CH:9][C:10]=1[O:11][CH3:12])[C@@H:7]([CH2:13][NH:14][CH3:15])[CH2:6]2.[CH3:16][O:17][C:18]1[C:19]([O:35][CH3:36])=[CH:20][C:21]2NC[CH:25](C(=O)CCC=O)[CH2:24][CH2:23][C:22]=2[CH:34]=1.C(O[BH-](O[C:47](=[O:49])[CH3:48])OC(=O)C)(=O)C.[Na+].[OH-].[Na+].[Cl:53]CCl. (9) Given the product [Cl:8][CH2:9][C:10]([NH:13][C:14]1[CH:19]=[N:18][C:17]([C:20]#[N:21])=[CH:16][CH:15]=1)=[O:11], predict the reactants needed to synthesize it. The reactants are: C(N(CC)CC)C.[Cl:8][CH2:9][C:10](Cl)=[O:11].[NH2:13][C:14]1[CH:15]=[CH:16][C:17]([C:20]#[N:21])=[N:18][CH:19]=1.